Task: Regression. Given two drug SMILES strings and cell line genomic features, predict the synergy score measuring deviation from expected non-interaction effect.. Dataset: NCI-60 drug combinations with 297,098 pairs across 59 cell lines (1) Drug 1: CC1CCC2CC(C(=CC=CC=CC(CC(C(=O)C(C(C(=CC(C(=O)CC(OC(=O)C3CCCCN3C(=O)C(=O)C1(O2)O)C(C)CC4CCC(C(C4)OC)OCCO)C)C)O)OC)C)C)C)OC. Drug 2: CCC1(C2=C(COC1=O)C(=O)N3CC4=CC5=C(C=CC(=C5CN(C)C)O)N=C4C3=C2)O.Cl. Cell line: 786-0. Synergy scores: CSS=25.4, Synergy_ZIP=-5.21, Synergy_Bliss=-3.46, Synergy_Loewe=-18.1, Synergy_HSA=-4.51. (2) Drug 1: CC1=C(N=C(N=C1N)C(CC(=O)N)NCC(C(=O)N)N)C(=O)NC(C(C2=CN=CN2)OC3C(C(C(C(O3)CO)O)O)OC4C(C(C(C(O4)CO)O)OC(=O)N)O)C(=O)NC(C)C(C(C)C(=O)NC(C(C)O)C(=O)NCCC5=NC(=CS5)C6=NC(=CS6)C(=O)NCCC[S+](C)C)O. Drug 2: C(CC(=O)O)C(=O)CN.Cl. Cell line: LOX IMVI. Synergy scores: CSS=24.6, Synergy_ZIP=-10.7, Synergy_Bliss=-5.90, Synergy_Loewe=-23.9, Synergy_HSA=-5.07. (3) Drug 1: C(CN)CNCCSP(=O)(O)O. Drug 2: COCCOC1=C(C=C2C(=C1)C(=NC=N2)NC3=CC=CC(=C3)C#C)OCCOC.Cl. Cell line: HCT-15. Synergy scores: CSS=-1.64, Synergy_ZIP=4.69, Synergy_Bliss=8.00, Synergy_Loewe=-2.07, Synergy_HSA=-0.533. (4) Drug 1: C1CCN(CC1)CCOC2=CC=C(C=C2)C(=O)C3=C(SC4=C3C=CC(=C4)O)C5=CC=C(C=C5)O. Drug 2: C1=NC2=C(N1)C(=S)N=CN2. Cell line: SF-268. Synergy scores: CSS=-5.18, Synergy_ZIP=4.38, Synergy_Bliss=1.67, Synergy_Loewe=-6.57, Synergy_HSA=-5.30.